Dataset: Catalyst prediction with 721,799 reactions and 888 catalyst types from USPTO. Task: Predict which catalyst facilitates the given reaction. (1) Reactant: [C:1]1([CH:7](OS(C2C=CC(C)=CC=2)(=O)=O)[C:8]([O:10][CH2:11][C:12]2[CH:17]=[CH:16][CH:15]=[CH:14][CH:13]=2)=[O:9])[CH:6]=[CH:5][CH:4]=[CH:3][CH:2]=1.[CH3:29][N:30]1[CH2:35][CH2:34][NH:33][CH2:32][CH2:31]1.C(N(CC)C(C)C)(C)C. Product: [CH3:29][N:30]1[CH2:35][CH2:34][N:33]([CH:7]([C:1]2[CH:2]=[CH:3][CH:4]=[CH:5][CH:6]=2)[C:8]([O:10][CH2:11][C:12]2[CH:13]=[CH:14][CH:15]=[CH:16][CH:17]=2)=[O:9])[CH2:32][CH2:31]1. The catalyst class is: 1. (2) Reactant: [NH2:1][C:2]1[CH:12]=[CH:11][CH:10]=[C:4]2[C:5]([NH:7][C:8](=[O:9])[C:3]=12)=[O:6].[Br:13]N1C(=O)CCC1=O. Product: [NH2:1][C:2]1[CH:12]=[CH:11][C:10]([Br:13])=[C:4]2[C:5]([NH:7][C:8](=[O:9])[C:3]=12)=[O:6]. The catalyst class is: 5. (3) Reactant: Cl.[NH2:2][C@@H:3]1[C@@H:8]([OH:9])[C@H:7]([OH:10])[C@@H:6]([CH2:11][OH:12])[S:5][CH:4]1[OH:13].CCN(C(C)C)C(C)C.[CH3:23][C:24]([O:27][C:28](O[C:28]([O:27][C:24]([CH3:26])([CH3:25])[CH3:23])=[O:29])=[O:29])([CH3:26])[CH3:25]. Product: [OH:13][C@@H:4]1[C@H:3]([NH:2][C:28](=[O:29])[O:27][C:24]([CH3:26])([CH3:25])[CH3:23])[C@@H:8]([OH:9])[C@H:7]([OH:10])[C@@H:6]([CH2:11][OH:12])[S:5]1. The catalyst class is: 3. (4) Reactant: [Cl:1][C:2]1[CH:3]=[C:4]2[C:9](=[C:10]([Cl:12])[CH:11]=1)[CH2:8][N:7]([CH3:13])[CH2:6][C@H:5]2[C:14]1[CH:19]=[CH:18][CH:17]=[CH:16][C:15]=1[NH2:20].[N:21]([C:24]([CH3:30])([CH3:29])[C:25](OC)=[O:26])=[C:22]=[O:23].O. Product: [ClH:1].[Cl:1][C:2]1[CH:3]=[C:4]2[C:9](=[C:10]([Cl:12])[CH:11]=1)[CH2:8][N:7]([CH3:13])[CH2:6][C@H:5]2[C:14]1[CH:19]=[CH:18][CH:17]=[CH:16][C:15]=1[N:20]1[C:25](=[O:26])[C:24]([CH3:30])([CH3:29])[NH:21][C:22]1=[O:23]. The catalyst class is: 4. (5) Reactant: FC(F)(F)C(O)=O.[C:8]1([CH3:21])[CH:13]=[CH:12][C:11]([NH:14][CH:15]2[CH2:20][CH2:19][NH:18][CH2:17][CH2:16]2)=[CH:10][CH:9]=1.[CH2:22]1[C:27]2([CH2:30][CH2:29][CH2:28]2)[CH2:26][CH2:25][O:24][CH:23]1O.C(O[BH-](OC(=O)C)OC(=O)C)(=O)C.[Na+].[OH-].[Na+]. Product: [C:8]1([CH3:21])[CH:9]=[CH:10][C:11]([NH:14][CH:15]2[CH2:20][CH2:19][N:18]([CH2:25][CH2:26][C:27]3([CH2:22][CH2:23][OH:24])[CH2:30][CH2:29][CH2:28]3)[CH2:17][CH2:16]2)=[CH:12][CH:13]=1. The catalyst class is: 571.